This data is from Catalyst prediction with 721,799 reactions and 888 catalyst types from USPTO. The task is: Predict which catalyst facilitates the given reaction. (1) Reactant: [C:1]([O:5][C:6]([N:8]1[CH2:13][CH2:12][N:11]([C:14]2[N:22]=[C:21]3[C:17]([N:18]=[C:19]([C:23]4[C:24]([O:30]C)=[N:25][CH:26]=[CH:27][C:28]=4I)[NH:20]3)=[C:16]([CH3:32])[N:15]=2)[CH2:10][CH2:9]1)=[O:7])([CH3:4])([CH3:3])[CH3:2].[ClH:33].C(N(CC)CC)C.C(OC(OC(C)(C)C)=O)(OC(C)(C)C)=O.C([O-])(O)=O.[Na+]. Product: [C:1]([O:5][C:6]([N:8]1[CH2:13][CH2:12][N:11]([C:14]2[N:22]=[C:21]3[C:17]([N:18]=[C:19]([C:23]4[C:24](=[O:30])[NH:25][CH:26]=[CH:27][C:28]=4[Cl:33])[NH:20]3)=[C:16]([CH3:32])[N:15]=2)[CH2:10][CH2:9]1)=[O:7])([CH3:4])([CH3:3])[CH3:2]. The catalyst class is: 15. (2) Reactant: C1(P(C2C=CC=CC=2)C2C=CC=CC=2)C=CC=CC=1.[N:20]1([CH2:25][CH2:26][OH:27])[CH2:24][CH2:23][CH2:22][CH2:21]1.CCOC(/N=N/C(OCC)=O)=O.[CH3:40][N:41]1[CH:45]=[C:44]([C:46]2[CH:47]=[C:48](O)[CH:49]=[C:50]([NH:52][C:53]3[N:62]=[CH:61][C:60]4[C:55](=[CH:56][CH:57]=[C:58]([C:63]#[C:64][Si:65]([CH3:68])([CH3:67])[CH3:66])[CH:59]=4)[N:54]=3)[CH:51]=2)[CH:43]=[N:42]1. Product: [CH3:40][N:41]1[CH:45]=[C:44]([C:46]2[CH:51]=[C:50]([NH:52][C:53]3[N:62]=[CH:61][C:60]4[C:55](=[CH:56][CH:57]=[C:58]([C:63]#[C:64][Si:65]([CH3:66])([CH3:68])[CH3:67])[CH:59]=4)[N:54]=3)[CH:49]=[C:48]([O:27][CH2:26][CH2:25][N:20]3[CH2:24][CH2:23][CH2:22][CH2:21]3)[CH:47]=2)[CH:43]=[N:42]1. The catalyst class is: 1. (3) Reactant: [OH2:1].[NH2:2][NH2:3].[CH3:4][O:5][C:6]1[CH:7]=[C:8]([C:16](=O)[CH:17]=NO)[CH:9]=[C:10]([O:14][CH3:15])[C:11]=1[O:12][CH3:13].O. Product: [CH3:4][O:5][C:6]1[CH:7]=[C:8]([C:16](=[N:2][NH2:3])[CH:17]=[O:1])[CH:9]=[C:10]([O:14][CH3:15])[C:11]=1[O:12][CH3:13]. The catalyst class is: 8. (4) Reactant: [Cl:1][C:2]([Cl:57])([Cl:56])[C:3]([O:6][C:7]([N:9]1[CH:14]2[C:15]([C:34](=[O:48])[N:35]([CH:45]3[CH2:47][CH2:46]3)[CH2:36][C:37]3[CH:42]=[CH:41][CH:40]=[C:39]([Cl:43])[C:38]=3[Cl:44])=[C:16]([C:18]3[O:22][N:21]=[C:20]([CH2:23][CH2:24][CH2:25][O:26][Si](C(C)(C)C)(C)C)[CH:19]=3)[CH2:17][CH:10]1[CH2:11][N:12]([C:49]([O:51][C:52]([CH3:55])([CH3:54])[CH3:53])=[O:50])[CH2:13]2)=[O:8])([CH3:5])[CH3:4].CCCC[N+](CCCC)(CCCC)CCCC.[F-]. Product: [Cl:56][C:2]([Cl:1])([Cl:57])[C:3]([O:6][C:7]([N:9]1[CH:14]2[C:15]([C:34](=[O:48])[N:35]([CH:45]3[CH2:47][CH2:46]3)[CH2:36][C:37]3[CH:42]=[CH:41][CH:40]=[C:39]([Cl:43])[C:38]=3[Cl:44])=[C:16]([C:18]3[O:22][N:21]=[C:20]([CH2:23][CH2:24][CH2:25][OH:26])[CH:19]=3)[CH2:17][CH:10]1[CH2:11][N:12]([C:49]([O:51][C:52]([CH3:55])([CH3:54])[CH3:53])=[O:50])[CH2:13]2)=[O:8])([CH3:4])[CH3:5]. The catalyst class is: 49. (5) Product: [C:1]([O:5][C:6](=[O:24])[NH:7][CH2:8][C:9]1[CH:10]=[C:11]([C:15]2[CH:20]=[CH:19][CH:18]=[C:17]([CH2:21][NH:22][C:35]3[N:40]=[C:39]([S:41][C:42]#[N:43])[C:38]([N+:44]([O-:46])=[O:45])=[CH:37][N:36]=3)[C:16]=2[CH3:23])[CH:12]=[CH:13][CH:14]=1)([CH3:4])([CH3:3])[CH3:2]. The catalyst class is: 98. Reactant: [C:1]([O:5][C:6](=[O:24])[NH:7][CH2:8][C:9]1[CH:10]=[C:11]([C:15]2[CH:20]=[CH:19][CH:18]=[C:17]([CH2:21][NH2:22])[C:16]=2[CH3:23])[CH:12]=[CH:13][CH:14]=1)([CH3:4])([CH3:3])[CH3:2].C(N(C(C)C)CC)(C)C.Cl[C:35]1[N:40]=[C:39]([S:41][C:42]#[N:43])[C:38]([N+:44]([O-:46])=[O:45])=[CH:37][N:36]=1. (6) Reactant: S(=O)(=O)(O)O.C1(C)C=CC=CC=1.[CH3:13][C:14](=[CH:16][CH2:17][CH2:18][CH:19]([CH2:21][CH:22]=[O:23])[CH3:20])[CH3:15].[OH-:24].[Na+]. Product: [CH:19]1([CH3:20])[CH2:18][CH2:17][CH:16]([C:14]([OH:24])([CH3:15])[CH3:13])[CH:22]([OH:23])[CH2:21]1. The catalyst class is: 194. (7) Reactant: [CH3:1][C:2]1([CH3:10])[C@H:8]2[CH2:9][C@@H:3]1[CH2:4][CH2:5][C:6]2=[O:7].S([O-])(OCCCCCCCCCCCC)(=O)=O.[Na+].[F:29][B-](F)(F)F.ClC[N+]12CC[N+](F)(CC1)CC2.F[B-](F)(F)F. Product: [F:29][C@@H:5]1[CH2:4][C@H:3]2[CH2:9][C@H:8]([C:2]2([CH3:10])[CH3:1])[C:6]1=[O:7]. The catalyst class is: 6. (8) Reactant: [NH2:1][C:2]1[CH:7]=[C:6]([F:8])[CH:5]=[CH:4][C:3]=1[S:9][CH2:10][C:11]1[CH:20]=[CH:19][CH:18]=[CH:17][C:12]=1[C:13]([O:15][CH3:16])=[O:14].[O:21]1[C:25]2[CH:26]=[CH:27][CH:28]=[CH:29][C:24]=2[CH:23]=[C:22]1[S:30](Cl)(=[O:32])=[O:31]. Product: [O:21]1[C:25]2[CH:26]=[CH:27][CH:28]=[CH:29][C:24]=2[CH:23]=[C:22]1[S:30]([NH:1][C:2]1[CH:7]=[C:6]([F:8])[CH:5]=[CH:4][C:3]=1[S:9][CH2:10][C:11]1[CH:20]=[CH:19][CH:18]=[CH:17][C:12]=1[C:13]([O:15][CH3:16])=[O:14])(=[O:32])=[O:31]. The catalyst class is: 17.